From a dataset of Peptide-MHC class I binding affinity with 185,985 pairs from IEDB/IMGT. Regression. Given a peptide amino acid sequence and an MHC pseudo amino acid sequence, predict their binding affinity value. This is MHC class I binding data. The MHC is HLA-A31:01 with pseudo-sequence HLA-A31:01. The binding affinity (normalized) is 0.149. The peptide sequence is KSLYDEHIKK.